This data is from Catalyst prediction with 721,799 reactions and 888 catalyst types from USPTO. The task is: Predict which catalyst facilitates the given reaction. (1) Reactant: [O:1]=[S:2]1(=[O:28])[C:7]2[CH:8]=[CH:9][CH:10]=[CH:11][C:6]=2[NH:5][C:4]([C:12]2[C:17](=[O:18])[N:16]([N:19]=[CH:20][CH:21](C)[CH3:22])[C:15]3[CH:24]=[CH:25][S:26][C:14]=3[C:13]=2[OH:27])=[N:3]1.[CH3:29]O.[BH4-].[Li+].Cl. Product: [CH:20]1([NH:19][N:16]2[C:17](=[O:18])[C:12]([C:4]3[NH:5][C:6]4[CH:11]=[CH:10][CH:9]=[CH:8][C:7]=4[S:2](=[O:1])(=[O:28])[N:3]=3)=[C:13]([OH:27])[C:14]3[S:26][CH:25]=[CH:24][C:15]2=3)[CH2:29][CH2:22][CH2:21]1. The catalyst class is: 30. (2) Reactant: [Br:1][C:2]1[CH:11]=[C:10]2[C:5]([CH:6]=[CH:7][C:8]([OH:12])=[CH:9]2)=[CH:4][CH:3]=1.[CH2:13]([C@H:15]1[CH2:20][CH2:19][C@H:18](O)[CH2:17][CH2:16]1)[CH3:14].C1C=CC(P(C2C=CC=CC=2)C2C=CC=CC=2)=CC=1.CC(OC(/N=N/C(OC(C)C)=O)=O)C. Product: [Br:1][C:2]1[CH:3]=[CH:4][C:5]2[C:10](=[CH:9][C:8]([O:12][C@H:18]3[CH2:19][CH2:20][C@@H:15]([CH2:13][CH3:14])[CH2:16][CH2:17]3)=[CH:7][CH:6]=2)[CH:11]=1. The catalyst class is: 1.